Dataset: Full USPTO retrosynthesis dataset with 1.9M reactions from patents (1976-2016). Task: Predict the reactants needed to synthesize the given product. (1) Given the product [CH2:1]([CH:7]1[NH:12][C:11](=[O:13])[CH2:10][C:9](=[O:14])[CH2:8]1)[CH3:2], predict the reactants needed to synthesize it. The reactants are: [C:1]1([CH:7]2[NH:12][C:11](=[O:13])[CH2:10][C:9](=[O:14])[CH2:8]2)C=CC=C[CH:2]=1.C(OCC)(=O)C=CCC. (2) Given the product [CH2:15]([O:12][C:9]1[CH:10]=[C:11]2[C:6](=[CH:7][C:8]=1[O:13][CH3:14])[N:5]=[CH:4][CH:3]=[C:2]2[Cl:1])[C:16]1[CH:21]=[CH:20][CH:19]=[CH:18][CH:17]=1, predict the reactants needed to synthesize it. The reactants are: [Cl:1][C:2]1[C:11]2[C:6](=[CH:7][C:8]([O:13][CH3:14])=[C:9]([OH:12])[CH:10]=2)[N:5]=[CH:4][CH:3]=1.[CH2:15](Br)[C:16]1[CH:21]=[CH:20][CH:19]=[CH:18][CH:17]=1.C(=O)([O-])[O-].[K+].[K+]. (3) Given the product [CH:28]1([C:26]([C:8]2[CH:7]=[C:6]([CH2:5][C:4]([OH:33])=[O:3])[CH:11]=[CH:10][C:9]=2[NH:12][C:13]([NH:15][C:16]2[S:17][CH:18]=[C:19]([CH2:21][C:22](=[O:25])[NH:23][CH3:24])[N:20]=2)=[O:14])=[O:27])[CH2:32][CH2:31][CH2:30][CH2:29]1.[CH:28]1([C:26]([C:8]2[CH:7]=[C:6]([CH2:5][C:4]([NH:35][CH3:34])=[O:3])[CH:11]=[CH:10][C:9]=2[NH:12][C:13]([NH:15][C:16]2[S:17][CH:18]=[C:19]([CH2:21][C:22](=[O:25])[NH:23][CH3:24])[N:20]=2)=[O:14])=[O:27])[CH2:32][CH2:31][CH2:30][CH2:29]1, predict the reactants needed to synthesize it. The reactants are: C([O:3][C:4](=[O:33])[CH2:5][C:6]1[CH:11]=[CH:10][C:9]([NH:12][C:13]([NH:15][C:16]2[S:17][CH:18]=[C:19]([CH2:21][C:22](=[O:25])[NH:23][CH3:24])[N:20]=2)=[O:14])=[C:8]([C:26]([CH:28]2[CH2:32][CH2:31][CH2:30][CH2:29]2)=[O:27])[CH:7]=1)C.[CH3:34][NH2:35].